This data is from Drug-target binding data from BindingDB using IC50 measurements. The task is: Regression. Given a target protein amino acid sequence and a drug SMILES string, predict the binding affinity score between them. We predict pIC50 (pIC50 = -log10(IC50 in M); higher means more potent). Dataset: bindingdb_ic50. The drug is CN(CCO)C(=O)c1cc(-c2cccc([N+](=O)[O-])c2)n[nH]1. The target protein (P10323) has sequence MVEMLPTAILLVLAVSVVAKDNATCDGPCGLRFRQNPQGGVRIVGGKAAQHGAWPWMVSLQIFTYNSHRYHTCGGSLLNSRWVLTAAHCFVGKNNVHDWRLVFGAKEITYGNNKPVKAPLQERYVEKIIIHEKYNSATEGNDIALVEITPPISCGRFIGPGCLPHFKAGLPRGSQSCWVAGWGYIEEKAPRPSSILMEARVDLIDLDLCNSTQWYNGRVQPTNVCAGYPVGKIDTCQGDSGGPLMCKDSKESAYVVVGITSWGVGCARAKRPGIYTATWPYLNWIASKIGSNALRMIQSATPPPPTTRPPPIRPPFSHPISAHLPWYFQPPPRPLPPRPPAAQPRPPPSPPPPPPPPASPLPPPPPPPPPTPSSTTKLPQGLSFAKRLQQLIEVLKGKTYSDGKNHYDMETTELPELTSTS. The pIC50 is 3.1.